Dataset: Catalyst prediction with 721,799 reactions and 888 catalyst types from USPTO. Task: Predict which catalyst facilitates the given reaction. (1) Reactant: [Cl:1][C:2]1[CH:3]=[C:4]([CH:30]=[CH:31][CH:32]=1)[CH2:5][N:6]1[C:14]2[C:9](=[CH:10][C:11]([CH2:15][OH:16])=[CH:12][CH:13]=2)[C:8]([S:17]([C:20]2[C:29]3[C:24](=[CH:25][CH:26]=[CH:27][CH:28]=3)[CH:23]=[CH:22][CH:21]=2)(=[O:19])=[O:18])=[N:7]1.C(N(C(C)C)CC)(C)C.FC(F)(F)S(OS(C(F)(F)F)(=O)=O)(=O)=O.[Cl:57][CH2:58][CH2:59]O. Product: [Cl:1][C:2]1[CH:3]=[C:4]([CH:30]=[CH:31][CH:32]=1)[CH2:5][N:6]1[C:14]2[C:9](=[CH:10][C:11]([CH2:15][O:16][CH2:59][CH2:58][Cl:57])=[CH:12][CH:13]=2)[C:8]([S:17]([C:20]2[C:29]3[C:24](=[CH:25][CH:26]=[CH:27][CH:28]=3)[CH:23]=[CH:22][CH:21]=2)(=[O:19])=[O:18])=[N:7]1. The catalyst class is: 34. (2) Reactant: [H-].[Na+].[CH3:3][CH:4]1[CH2:9][CH2:8][N:7]([C:10]([C:12]2[CH:20]=[CH:19][C:18]3[NH:17][C:16]4[CH2:21][CH2:22][N:23]([C:25]([O:27][C:28]([CH3:31])([CH3:30])[CH3:29])=[O:26])[CH2:24][C:15]=4[C:14]=3[CH:13]=2)=[O:11])[CH2:6][CH2:5]1.Br[CH2:33][CH:34]1[CH2:39][CH2:38][O:37][CH2:36][CH2:35]1. Product: [CH3:3][CH:4]1[CH2:9][CH2:8][N:7]([C:10]([C:12]2[CH:20]=[CH:19][C:18]3[N:17]([CH2:33][CH:34]4[CH2:39][CH2:38][O:37][CH2:36][CH2:35]4)[C:16]4[CH2:21][CH2:22][N:23]([C:25]([O:27][C:28]([CH3:30])([CH3:29])[CH3:31])=[O:26])[CH2:24][C:15]=4[C:14]=3[CH:13]=2)=[O:11])[CH2:6][CH2:5]1. The catalyst class is: 3. (3) Reactant: [CH3:1][S:2](Cl)(=[O:4])=[O:3].C(N(CC)CC)C.[CH:13]([C:16]1[N:20]=[C:19]([N:21]2[CH2:26][CH2:25][CH:24]([C@H:27]([CH3:31])[CH2:28][CH2:29][OH:30])[CH2:23][CH2:22]2)[O:18][N:17]=1)([CH3:15])[CH3:14].C([O-])(O)=O.[Na+]. Product: [CH:13]([C:16]1[N:20]=[C:19]([N:21]2[CH2:26][CH2:25][CH:24]([C@H:27]([CH3:31])[CH2:28][CH2:29][O:30][S:2]([CH3:1])(=[O:4])=[O:3])[CH2:23][CH2:22]2)[O:18][N:17]=1)([CH3:15])[CH3:14]. The catalyst class is: 2. (4) Reactant: [F:1][C:2]1[CH:7]=[CH:6][C:5]([N:8]2[C:12]([C:13]3[CH:18]=[CH:17][N:16]=[C:15]([NH2:19])[CH:14]=3)=[CH:11][CH:10]=[N:9]2)=[CH:4][CH:3]=1.[C:20]([N:28]=C=O)(=[O:27])C1C=CC=CC=1.C([O-])([O-])=O.[K+].[K+].C(O)C. Product: [F:1][C:2]1[CH:3]=[CH:4][C:5]([N:8]2[C:12]([C:13]3[CH:18]=[CH:17][N:16]=[C:15]([NH:19][C:20]([NH2:28])=[O:27])[CH:14]=3)=[CH:11][CH:10]=[N:9]2)=[CH:6][CH:7]=1. The catalyst class is: 2. (5) Reactant: Cl.[N:2]1[CH:7]=[CH:6][C:5]([N:8]2[CH2:37][CH2:36][C:11]3([CH2:16][CH2:15][N:14]([C:17]([C:19]4[CH:28]=[C:27]5[C:22]([CH2:23][CH2:24][N:25](C(OC(C)(C)C)=O)[CH2:26]5)=[CH:21][CH:20]=4)=[O:18])[CH2:13][CH2:12]3)[CH2:10][CH2:9]2)=[CH:4][CH:3]=1. Product: [N:2]1[CH:3]=[CH:4][C:5]([N:8]2[CH2:37][CH2:36][C:11]3([CH2:12][CH2:13][N:14]([C:17]([C:19]4[CH:28]=[C:27]5[C:22]([CH2:23][CH2:24][NH:25][CH2:26]5)=[CH:21][CH:20]=4)=[O:18])[CH2:15][CH2:16]3)[CH2:10][CH2:9]2)=[CH:6][CH:7]=1. The catalyst class is: 5. (6) Reactant: FC(F)(F)C(O)=O.C(OC([NH:15][C@H:16]([CH2:61][CH2:62][CH2:63][CH2:64][NH:65][C:66](=[O:83])[C@@H:67]([NH:75]C(OC(C)(C)C)=O)[CH2:68][S:69][S:70][C:71]([CH3:74])([CH3:73])[CH3:72])[C:17]([O:19][C@H:20]1[C@@H:24]([OH:25])[C@H:23]([N:26]2[CH:34]=[N:33][C:32]3[C:27]2=[N:28][CH:29]=[N:30][C:31]=3[NH2:35])[O:22][C@H:21]1[CH2:36][O:37][P:38]([O:41][C@H:42]1[CH2:46][C@H:45]([N:47]2[CH:52]=[CH:51][C:50]([NH2:53])=[N:49][C:48]2=[O:54])[O:44][C@@H:43]1[CH2:55][O:56][P:57]([OH:60])([OH:59])=[O:58])([OH:40])=[O:39])=[O:18])=O)(C)(C)C. Product: [NH2:15][C@H:16]([CH2:61][CH2:62][CH2:63][CH2:64][NH:65][C:66](=[O:83])[C@@H:67]([NH2:75])[CH2:68][S:69][S:70][C:71]([CH3:72])([CH3:73])[CH3:74])[C:17]([O:19][C@H:20]1[C@@H:24]([OH:25])[C@H:23]([N:26]2[CH:34]=[N:33][C:32]3[C:27]2=[N:28][CH:29]=[N:30][C:31]=3[NH2:35])[O:22][C@H:21]1[CH2:36][O:37][P:38]([O:41][C@H:42]1[CH2:46][C@H:45]([N:47]2[CH:52]=[CH:51][C:50]([NH2:53])=[N:49][C:48]2=[O:54])[O:44][C@@H:43]1[CH2:55][O:56][P:57]([OH:60])([OH:59])=[O:58])([OH:40])=[O:39])=[O:18]. The catalyst class is: 4. (7) Reactant: [CH2:1]([C:4]1[NH:5][C:6]2[C:11]([CH:12]=1)=[C:10]([C:13]([F:16])([F:15])[F:14])[C:9]([C:17]#[N:18])=[CH:8][CH:7]=2)[CH2:2][CH3:3].C([O-])([O-])=O.[Cs+].[Cs+].Cl[CH2:26][C:27]1[N:31]=[C:30]([C:32]2[C:33]([S:38][CH3:39])=[N:34][CH:35]=[CH:36][CH:37]=2)[O:29][N:28]=1. Product: [CH3:39][S:38][C:33]1[C:32]([C:30]2[O:29][N:28]=[C:27]([CH2:26][N:5]3[C:6]4[C:11](=[C:10]([C:13]([F:15])([F:16])[F:14])[C:9]([C:17]#[N:18])=[CH:8][CH:7]=4)[CH:12]=[C:4]3[CH2:1][CH2:2][CH3:3])[N:31]=2)=[CH:37][CH:36]=[CH:35][N:34]=1. The catalyst class is: 10. (8) Reactant: [H-].C([Al+]CC(C)C)C(C)C.[C:11]([O:15][C:16]([NH:18][CH2:19][C:20]1[CH:29]=[CH:28][C:23]([C:24](OC)=[O:25])=[CH:22][CH:21]=1)=[O:17])([CH3:14])([CH3:13])[CH3:12].[Cl-].[NH4+].S([O-])([O-])(=O)=O.[Mg+2]. Product: [OH:25][CH2:24][C:23]1[CH:28]=[CH:29][C:20]([CH2:19][NH:18][C:16](=[O:17])[O:15][C:11]([CH3:12])([CH3:13])[CH3:14])=[CH:21][CH:22]=1. The catalyst class is: 385.